Dataset: Reaction yield outcomes from USPTO patents with 853,638 reactions. Task: Predict the reaction yield, written as a fraction of the theoretical maximum amount of product (1.0 means a 100% yield; for example, 0.34 means a 34% yield). (1) The reactants are [Cl:1][C:2]1[C:3]([F:30])=[C:4](I)[C:5]([O:26][CH2:27][CH3:28])=[C:6]([CH:8]([NH:10][C:11]2[N:19]=[CH:18][N:17]=[C:16]3[C:12]=2[N:13]=[CH:14][N:15]3[CH:20]2[CH2:25][CH2:24][CH2:23][CH2:22][O:21]2)[CH3:9])[CH:7]=1.CC1(C)C(C)(C)OB([C:39]2[CH:40]=[CH:41][C:42]([C:45]#[N:46])=[N:43][CH:44]=2)O1.C(=O)([O-])[O-].[Na+].[Na+].ClCCl. The catalyst is C(#N)C.O.CCOC(C)=O. The product is [Cl:1][C:2]1[C:3]([F:30])=[C:4]([C:39]2[CH:40]=[CH:41][C:42]([C:45]#[N:46])=[N:43][CH:44]=2)[C:5]([O:26][CH2:27][CH3:28])=[C:6]([CH:8]([NH:10][C:11]2[N:19]=[CH:18][N:17]=[C:16]3[C:12]=2[N:13]=[CH:14][N:15]3[CH:20]2[CH2:25][CH2:24][CH2:23][CH2:22][O:21]2)[CH3:9])[CH:7]=1. The yield is 0.500. (2) The reactants are [F:1][C:2]1[CH:3]=[C:4]([NH:9][C:10]([C:12]2[CH:13]=[C:14]([S:19](Cl)(=[O:21])=[O:20])[CH:15]=[CH:16][C:17]=2[F:18])=[O:11])[CH:5]=[CH:6][C:7]=1[F:8].CCN(CC)CC.[N:30]1[CH:35]=[CH:34][C:33]([C@H:36]([NH2:38])[CH3:37])=[CH:32][CH:31]=1. No catalyst specified. The product is [F:1][C:2]1[CH:3]=[C:4]([NH:9][C:10](=[O:11])[C:12]2[CH:13]=[C:14]([S:19](=[O:21])(=[O:20])[NH:38][C@@H:36]([C:33]3[CH:34]=[CH:35][N:30]=[CH:31][CH:32]=3)[CH3:37])[CH:15]=[CH:16][C:17]=2[F:18])[CH:5]=[CH:6][C:7]=1[F:8]. The yield is 0.510.